Dataset: Reaction yield outcomes from USPTO patents with 853,638 reactions. Task: Predict the reaction yield, written as a fraction of the theoretical maximum amount of product (1.0 means a 100% yield; for example, 0.34 means a 34% yield). (1) The reactants are F[C:2](F)(F)[C:3]([OH:5])=[O:4].[CH2:8]([O:10][C:11](=[O:40])[C@@H:12]([CH:19](COC(=O)C)[C:20]1[CH:25]=[CH:24][C:23]([NH:26]C(OC(C)(C)C)=O)=[C:22]([CH3:34])[CH:21]=1)[CH2:13][C:14]([O:16][CH2:17][CH3:18])=[O:15])[CH3:9].Cl[CH2:42]Cl. No catalyst specified. The product is [CH2:8]([O:10][C:11](=[O:40])[C@H:12]([CH2:19][C:20]1[CH:25]=[CH:24][C:23]([NH2:26])=[C:22]([CH3:34])[C:21]=1[CH2:42][O:5][C:3](=[O:4])[CH3:2])[CH2:13][C:14]([O:16][CH2:17][CH3:18])=[O:15])[CH3:9]. The yield is 0.990. (2) The reactants are [Cl-].O[NH3+:3].[C:4](=[O:7])([O-])[OH:5].[Na+].CS(C)=O.[F:13][C:14]1[CH:15]=[C:16]([C:48]2[C:49]([C:54]#[N:55])=[CH:50][CH:51]=[CH:52][CH:53]=2)[CH:17]=[CH:18][C:19]=1[CH2:20][C:21]1[C:22](=[O:47])[N:23]([C@H:33]2[CH2:38][CH2:37][C@H:36]([O:39][C:40]3([C:43]([OH:46])([CH3:45])[CH3:44])[CH2:42][CH2:41]3)[CH2:35][CH2:34]2)[C:24]2[N:25]([N:30]=[CH:31][N:32]=2)[C:26]=1[CH2:27][CH2:28][CH3:29]. The catalyst is O.C(OCC)(=O)C. The product is [F:13][C:14]1[CH:15]=[C:16]([C:48]2[CH:53]=[CH:52][CH:51]=[CH:50][C:49]=2[C:54]2[NH:3][C:4](=[O:7])[O:5][N:55]=2)[CH:17]=[CH:18][C:19]=1[CH2:20][C:21]1[C:22](=[O:47])[N:23]([C@H:33]2[CH2:34][CH2:35][C@H:36]([O:39][C:40]3([C:43]([OH:46])([CH3:45])[CH3:44])[CH2:41][CH2:42]3)[CH2:37][CH2:38]2)[C:24]2[N:25]([N:30]=[CH:31][N:32]=2)[C:26]=1[CH2:27][CH2:28][CH3:29]. The yield is 0.470. (3) The catalyst is CO. The product is [Cl:1][C:2]1[C:7]([O:8][CH3:9])=[C:6]([O:12][CH3:11])[N:5]=[CH:4][N:3]=1. The yield is 0.570. The reactants are [Cl:1][C:2]1[C:7]([O:8][CH3:9])=[C:6](Cl)[N:5]=[CH:4][N:3]=1.[CH3:11][O-:12].[Na+]. (4) The reactants are [CH3:1][CH:2]([SH:4])[CH3:3].[H-].[Na+].[CH2:7]([O:9][C:10](=[O:24])[CH:11]([C:14]1[CH:19]=[CH:18][C:17]([N+:20]([O-:22])=[O:21])=[C:16](F)[CH:15]=1)[CH2:12][CH3:13])[CH3:8].[NH4+].[Cl-]. The catalyst is CN(C=O)C.O. The product is [CH2:7]([O:9][C:10](=[O:24])[CH:11]([C:14]1[CH:19]=[CH:18][C:17]([N+:20]([O-:22])=[O:21])=[C:16]([S:4][CH:2]([CH3:3])[CH3:1])[CH:15]=1)[CH2:12][CH3:13])[CH3:8]. The yield is 0.640. (5) The reactants are [OH:1][CH:2]([C:5]1[CH:10]=[CH:9][CH:8]=[C:7]([N+:11]([O-:13])=[O:12])[CH:6]=1)[C:3]#N.C[OH:15].CC[O:18][CH2:19]C. No catalyst specified. The product is [CH3:19][O:18][C:3](=[O:15])[CH:2]([OH:1])[C:5]1[CH:10]=[CH:9][CH:8]=[C:7]([N+:11]([O-:13])=[O:12])[CH:6]=1. The yield is 0.760. (6) The reactants are Br[C:2]1[CH:7]=[CH:6][C:5]2[C:8]3[CH2:13][CH2:12][N:11]([C:14]([O:16][C:17]([CH3:20])([CH3:19])[CH3:18])=[O:15])[CH2:10][C:9]=3[S:21][C:4]=2[CH:3]=1.[Cl:22][C:23]1[CH:24]=[CH:25][C:26]([CH2:29][O:30][C:31]2[CH:36]=[CH:35][NH:34][C:33](=[O:37])[CH:32]=2)=[N:27][CH:28]=1. No catalyst specified. The product is [Cl:22][C:23]1[CH:24]=[CH:25][C:26]([CH2:29][O:30][C:31]2[CH:36]=[CH:35][N:34]([C:2]3[CH:7]=[CH:6][C:5]4[C:8]5[CH2:13][CH2:12][N:11]([C:14]([O:16][C:17]([CH3:20])([CH3:19])[CH3:18])=[O:15])[CH2:10][C:9]=5[S:21][C:4]=4[CH:3]=3)[C:33](=[O:37])[CH:32]=2)=[N:27][CH:28]=1. The yield is 0.360.